Dataset: Catalyst prediction with 721,799 reactions and 888 catalyst types from USPTO. Task: Predict which catalyst facilitates the given reaction. (1) Product: [ClH:19].[ClH:19].[NH2:10][C@@H:4]([CH2:5][CH2:6][N:7]([CH3:9])[CH3:8])[C:3]([O:2][CH3:1])=[O:18]. Reactant: [CH3:1][O:2][C:3](=[O:18])[C@@H:4]([NH:10]C(OC(C)(C)C)=O)[CH2:5][CH2:6][N:7]([CH3:9])[CH3:8].[ClH:19]. The catalyst class is: 12. (2) Reactant: [C:1]1([CH2:7][C@@H:8]2[CH2:12][O:11][C:10](=[O:13])[NH:9]2)[CH:6]=[CH:5][CH:4]=[CH:3][CH:2]=1.[Li]CCCC.[C:19](Cl)(=[O:24])[CH2:20][CH2:21][CH:22]=[CH2:23]. Product: [CH2:7]([C@@H:8]1[CH2:12][O:11][C:10](=[O:13])[N:9]1[C:19](=[O:24])[CH2:20][CH2:21][CH:22]=[CH2:23])[C:1]1[CH:2]=[CH:3][CH:4]=[CH:5][CH:6]=1. The catalyst class is: 20. (3) Reactant: [C:1]([O:5][C:6](=[O:13])[CH2:7][CH2:8][NH:9][CH:10]([CH3:12])[CH3:11])([CH3:4])([CH3:3])[CH3:2].[Cl:14][C:15]1[N:20]=[C:19](Cl)[C:18]([N+:22]([O-:24])=[O:23])=[CH:17][N:16]=1.C(=O)(O)[O-].[K+]. Product: [C:1]([O:5][C:6](=[O:13])[CH2:7][CH2:8][N:9]([C:17]1[C:18]([N+:22]([O-:24])=[O:23])=[CH:19][N:20]=[C:15]([Cl:14])[N:16]=1)[CH:10]([CH3:11])[CH3:12])([CH3:4])([CH3:3])[CH3:2]. The catalyst class is: 581. (4) Reactant: [C:1]1([C:7]2[CH:16]=[CH:15][CH:14]=[C:13]3[C:8]=2[C:9]([NH:31][CH2:32][C:33]2[CH:38]=[CH:37][CH:36]=[CH:35][N:34]=2)=[N:10][C:11]([C:17]2[CH:18]=[C:19]([S:23]([NH:26][P:27](=[O:30])([OH:29])[OH:28])(=[O:25])=[O:24])[CH:20]=[N:21][CH:22]=2)=[N:12]3)[CH:6]=[CH:5][CH:4]=[CH:3][CH:2]=1.[OH-].[Na+:40]. Product: [C:1]1([C:7]2[CH:16]=[CH:15][CH:14]=[C:13]3[C:8]=2[C:9]([NH:31][CH2:32][C:33]2[CH:38]=[CH:37][CH:36]=[CH:35][N:34]=2)=[N:10][C:11]([C:17]2[CH:18]=[C:19]([S:23]([NH:26][P:27](=[O:28])([O-:29])[O-:30])(=[O:24])=[O:25])[CH:20]=[N:21][CH:22]=2)=[N:12]3)[CH:2]=[CH:3][CH:4]=[CH:5][CH:6]=1.[Na+:40].[Na+:40]. The catalyst class is: 40.